This data is from Forward reaction prediction with 1.9M reactions from USPTO patents (1976-2016). The task is: Predict the product of the given reaction. (1) Given the reactants Br[C:2]1[CH:7]=[CH:6][C:5]([C:8]([N:11]2[CH2:15][CH2:14][CH2:13][CH2:12]2)([CH3:10])[CH3:9])=[CH:4][CH:3]=1.C([Li])(CC)C.C1CCCCC1.CN([CH:30]=[O:31])C, predict the reaction product. The product is: [CH3:9][C:8]([C:5]1[CH:6]=[CH:7][C:2]([CH:30]=[O:31])=[CH:3][CH:4]=1)([N:11]1[CH2:15][CH2:14][CH2:13][CH2:12]1)[CH3:10]. (2) The product is: [C:21]([O:20][C:18]([N:16]1[CH2:17][CH:14]([C:12]([C:9]2[CH:10]=[C:11]3[C:6](=[CH:7][CH:8]=2)[N:5]=[C:4]([O:25][CH3:26])[C:3]([CH2:27][C:28]2[CH:33]=[CH:32][C:31]([C:34]([F:36])([F:35])[F:37])=[CH:30][CH:29]=2)=[C:2]3[Cl:1])([OH:13])[C:38]#[CH:39])[CH2:15]1)=[O:19])([CH3:22])([CH3:24])[CH3:23]. Given the reactants [Cl:1][C:2]1[C:11]2[C:6](=[CH:7][CH:8]=[C:9]([C:12]([CH:14]3[CH2:17][N:16]([C:18]([O:20][C:21]([CH3:24])([CH3:23])[CH3:22])=[O:19])[CH2:15]3)=[O:13])[CH:10]=2)[N:5]=[C:4]([O:25][CH3:26])[C:3]=1[CH2:27][C:28]1[CH:33]=[CH:32][C:31]([C:34]([F:37])([F:36])[F:35])=[CH:30][CH:29]=1.[C-:38]#[C-:39].[Si]([Li])(C)(C)C, predict the reaction product. (3) Given the reactants [C:1]([O:5][CH3:6])(=[O:4])[CH:2]=[CH2:3].[C:7]([NH:11][C:12]([CH3:19])([CH3:18])[CH2:13][S:14]([O-:17])(=[O:16])=[O:15])(=[O:10])[CH:8]=[CH2:9].[Na+:20], predict the reaction product. The product is: [C:1]([O:5][CH3:6])(=[O:4])[CH:2]=[CH2:3].[C:7]([NH:11][C:12]([CH3:19])([CH3:18])[CH2:13][S:14]([O-:17])(=[O:15])=[O:16])(=[O:10])[CH:8]=[CH2:9].[Na+:20].